From a dataset of Full USPTO retrosynthesis dataset with 1.9M reactions from patents (1976-2016). Predict the reactants needed to synthesize the given product. (1) Given the product [C:25]([C:6]1[C:5]2[N:4]=[N:3][N:2]([CH3:1])[C:10]=2[CH:9]=[C:8]([C:11]2[CH:16]=[CH:15][C:14]([CH2:17][CH2:18][CH2:19][N:31]3[CH2:32][C@@H:27]4[CH2:33][C@H:30]3[CH2:29][N:28]4[C:34]([O:36][C:37]([CH3:40])([CH3:39])[CH3:38])=[O:35])=[C:13]([C:21]([F:24])([F:23])[F:22])[CH:12]=2)[N:7]=1)#[N:26], predict the reactants needed to synthesize it. The reactants are: [CH3:1][N:2]1[C:10]2[CH:9]=[C:8]([C:11]3[CH:16]=[CH:15][C:14]([CH2:17][CH2:18][CH:19]=O)=[C:13]([C:21]([F:24])([F:23])[F:22])[CH:12]=3)[N:7]=[C:6]([C:25]#[N:26])[C:5]=2[N:4]=[N:3]1.[C@H:27]12[CH2:33][C@H:30]([NH:31][CH2:32]1)[CH2:29][N:28]2[C:34]([O:36][C:37]([CH3:40])([CH3:39])[CH3:38])=[O:35].C(O)(=O)C.C(O[BH-](OC(=O)C)OC(=O)C)(=O)C.[Na+]. (2) The reactants are: [C:1]([C:3]1[C:4]([N:15]2[CH2:20][CH2:19][CH:18]([CH2:21][C:22](O)=[O:23])[CH2:17][CH2:16]2)=[N:5][C:6]([CH3:14])=[C:7]([C:9]([O:11][CH2:12][CH3:13])=[O:10])[CH:8]=1)#[N:2].CCN=C=NCCCN(C)C.C1C=CC2N(O)N=NC=2C=1.[CH2:46]([NH2:53])[C:47]1[CH:52]=[CH:51][CH:50]=[CH:49][CH:48]=1.CCN(C(C)C)C(C)C. Given the product [CH2:46]([NH:53][C:22](=[O:23])[CH2:21][CH:18]1[CH2:17][CH2:16][N:15]([C:4]2[C:3]([C:1]#[N:2])=[CH:8][C:7]([C:9]([O:11][CH2:12][CH3:13])=[O:10])=[C:6]([CH3:14])[N:5]=2)[CH2:20][CH2:19]1)[C:47]1[CH:52]=[CH:51][CH:50]=[CH:49][CH:48]=1, predict the reactants needed to synthesize it. (3) Given the product [F:3][C:4]1[C:9]([O:10][C:11]([F:14])([F:13])[F:12])=[CH:8][CH:7]=[CH:6][C:5]=1[NH:15][C:16]([C@@H:18]1[CH2:23][C@@H:22]2[C@@H:20]([CH2:21]2)[N:19]1[C:24](=[O:39])[CH2:25][N:26]1[C:34]2[C:29](=[CH:30][C:31]([O:35][CH2:41][CH2:42][O:43][CH3:44])=[CH:32][CH:33]=2)[C:28]([C:36](=[O:38])[CH3:37])=[N:27]1)=[O:17], predict the reactants needed to synthesize it. The reactants are: [H-].[Na+].[F:3][C:4]1[C:9]([O:10][C:11]([F:14])([F:13])[F:12])=[CH:8][CH:7]=[CH:6][C:5]=1[NH:15][C:16]([CH:18]1[CH2:23][CH:22]2[CH:20]([CH2:21]2)[N:19]1[C:24](=[O:39])[CH2:25][N:26]1[C:34]2[C:29](=[CH:30][C:31]([OH:35])=[CH:32][CH:33]=2)[C:28]([C:36](=[O:38])[CH3:37])=[N:27]1)=[O:17].Br[CH2:41][CH2:42][O:43][CH3:44]. (4) Given the product [C:1]([NH:4][C:5]1[CH:6]=[C:7]2[C:11](=[CH:12][C:13]=1[C:30]#[N:31])[CH:10]([NH:15][C:16]1[CH:28]=[CH:27][C:19]([C:20]([O:22][C:23]([CH3:26])([CH3:25])[CH3:24])=[O:21])=[C:18]([F:29])[CH:17]=1)[CH2:9][CH2:8]2)(=[O:3])[CH3:2], predict the reactants needed to synthesize it. The reactants are: [C:1]([NH:4][C:5]1[CH:6]=[C:7]2[C:11](=[CH:12][C:13]=1Br)[CH:10]([NH:15][C:16]1[CH:28]=[CH:27][C:19]([C:20]([O:22][C:23]([CH3:26])([CH3:25])[CH3:24])=[O:21])=[C:18]([F:29])[CH:17]=1)[CH2:9][CH2:8]2)(=[O:3])[CH3:2].[C-:30]#[N:31].N. (5) The reactants are: CC(OI1(OC(C)=O)(OC(C)=O)OC(=O)C2C1=CC=CC=2)=O.[OH:23][CH2:24][CH2:25][C:26]1[CH:31]=[CH:30][C:29]([NH:32][C:33](=[O:39])[O:34][C:35]([CH3:38])([CH3:37])[CH3:36])=[CH:28][CH:27]=1.C([O-])(O)=O.[Na+].[O-]S([O-])(=S)=O.[Na+].[Na+]. Given the product [O:23]=[CH:24][CH2:25][C:26]1[CH:27]=[CH:28][C:29]([NH:32][C:33](=[O:39])[O:34][C:35]([CH3:37])([CH3:36])[CH3:38])=[CH:30][CH:31]=1, predict the reactants needed to synthesize it. (6) Given the product [C:19]([O:23][C:24](=[O:37])[NH:25][CH2:26][CH2:27][CH:28]([N:30]1[CH2:35][CH2:34][CH:33]([NH:10][CH:9]([C:11]2[CH:16]=[C:15]([F:17])[CH:14]=[CH:13][C:12]=2[F:18])[CH2:8][NH:7][CH:1]2[CH2:2][CH2:3][CH2:4][CH2:5][CH2:6]2)[CH2:32][CH2:31]1)[CH3:29])([CH3:20])([CH3:21])[CH3:22], predict the reactants needed to synthesize it. The reactants are: [CH:1]1([NH:7][CH2:8][CH:9]([C:11]2[CH:16]=[C:15]([F:17])[CH:14]=[CH:13][C:12]=2[F:18])[NH2:10])[CH2:6][CH2:5][CH2:4][CH2:3][CH2:2]1.[C:19]([O:23][C:24](=[O:37])[NH:25][CH2:26][CH2:27][CH:28]([N:30]1[CH2:35][CH2:34][C:33](=O)[CH2:32][CH2:31]1)[CH3:29])([CH3:22])([CH3:21])[CH3:20]. (7) The reactants are: [F:1][C:2]1[CH:3]=[C:4]([C:20]2[CH:25]=[CH:24][CH:23]=[C:22]([N+:26]([O-])=O)[CH:21]=2)[CH:5]=[C:6]([F:19])[C:7]=1[CH2:8][NH:9][CH:10]1[CH2:18][C:17]2[C:12](=[CH:13][CH:14]=[CH:15][CH:16]=2)[CH2:11]1.[CH3:29][C:30]([O:33][C:34](O[C:34]([O:33][C:30]([CH3:32])([CH3:31])[CH3:29])=[O:35])=[O:35])([CH3:32])[CH3:31].C(N(CC)CC)C. Given the product [NH2:26][C:22]1[CH:21]=[C:20]([C:4]2[CH:3]=[C:2]([F:1])[C:7]([CH2:8][N:9]([CH:10]3[CH2:18][C:17]4[C:12](=[CH:13][CH:14]=[CH:15][CH:16]=4)[CH2:11]3)[C:34](=[O:35])[O:33][C:30]([CH3:32])([CH3:31])[CH3:29])=[C:6]([F:19])[CH:5]=2)[CH:25]=[CH:24][CH:23]=1, predict the reactants needed to synthesize it. (8) Given the product [OH:1][CH2:2][CH2:3][O:4][C:5]1[CH:6]=[C:7]2[C:12](=[CH:13][CH:14]=1)[N:11]=[CH:10][CH:9]=[C:8]2[S:15][C:16]1([C:20]([OH:22])=[O:21])[CH2:19][CH2:18][CH2:17]1, predict the reactants needed to synthesize it. The reactants are: [OH:1][CH2:2][CH2:3][O:4][C:5]1[CH:6]=[C:7]2[C:12](=[CH:13][CH:14]=1)[N:11]=[CH:10][CH:9]=[C:8]2[S:15][C:16]1([C:20]([O:22]CC)=[O:21])[CH2:19][CH2:18][CH2:17]1.[OH-].[Na+].